Dataset: Reaction yield outcomes from USPTO patents with 853,638 reactions. Task: Predict the reaction yield, written as a fraction of the theoretical maximum amount of product (1.0 means a 100% yield; for example, 0.34 means a 34% yield). (1) The reactants are [C:1]([O:5][C:6]([N:8]1[CH2:13][CH2:12][N:11](C2C(=O)N(CC(C)C)N=C(C3C=CC(C)=C(F)C=3)C=2C)[CH2:10][CH2:9]1)=[O:7])([CH3:4])([CH3:3])[CH3:2].[CH2:34]([N:43]1[C:48](=[O:49])[C:47](COS(C)(=O)=O)=[CH:46][C:45]([C:56]2[CH:61]=[CH:60][C:59]([F:62])=[C:58]([CH3:63])[CH:57]=2)=[N:44]1)[CH:35]=[CH:36][C:37]1[CH:42]=[CH:41][CH:40]=[CH:39][CH:38]=1.N1(C(OC(C)(C)C)=O)CCNC[CH2:65]1. No catalyst specified. The yield is 0.867. The product is [C:1]([O:5][C:6]([N:8]1[CH2:13][CH2:12][N:11]([C:47]2[C:48](=[O:49])[N:43]([CH2:34][CH:35]=[CH:36][C:37]3[CH:38]=[CH:39][CH:40]=[CH:41][CH:42]=3)[N:44]=[C:45]([C:56]3[CH:61]=[CH:60][C:59]([F:62])=[C:58]([CH3:63])[CH:57]=3)[C:46]=2[CH3:65])[CH2:10][CH2:9]1)=[O:7])([CH3:4])([CH3:2])[CH3:3]. (2) The reactants are [O:1]=[C:2]1[C:8]2=[N:9][C:10]3[CH:15]=[CH:14][C:13]([C:16]([OH:18])=O)=[CH:12][C:11]=3[N:7]2[CH2:6][CH2:5][CH2:4][NH:3]1.CN(C(ON1N=NC2C=CC=CC1=2)=[N+](C)C)C.[B-](F)(F)(F)F.[C:41]([N:60]1[CH:64]=[C:63]([C:65]2[CH:66]=[C:67]([CH:69]=[CH:70][CH:71]=2)[NH2:68])[N:62]=[CH:61]1)([C:54]1[CH:59]=[CH:58][CH:57]=[CH:56][CH:55]=1)([C:48]1[CH:53]=[CH:52][CH:51]=[CH:50][CH:49]=1)[C:42]1[CH:47]=[CH:46][CH:45]=[CH:44][CH:43]=1.C(N(CC)CC)C. The catalyst is CN(C=O)C.CN(C1C=CN=CC=1)C.O. The product is [O:1]=[C:2]1[C:8]2=[N:9][C:10]3[CH:15]=[CH:14][C:13]([C:16]([NH:68][C:67]4[CH:69]=[CH:70][CH:71]=[C:65]([C:63]5[N:62]=[CH:61][N:60]([C:41]([C:54]6[CH:55]=[CH:56][CH:57]=[CH:58][CH:59]=6)([C:48]6[CH:49]=[CH:50][CH:51]=[CH:52][CH:53]=6)[C:42]6[CH:47]=[CH:46][CH:45]=[CH:44][CH:43]=6)[CH:64]=5)[CH:66]=4)=[O:18])=[CH:12][C:11]=3[N:7]2[CH2:6][CH2:5][CH2:4][NH:3]1. The yield is 0.730.